Dataset: Forward reaction prediction with 1.9M reactions from USPTO patents (1976-2016). Task: Predict the product of the given reaction. The product is: [NH2:7][C:8]([CH2:16][CH2:17][C:18]1[CH:23]=[CH:22][C:21]([C:24]2[CH:29]=[CH:28][C:27]([OH:30])=[C:26]([C:31]34[CH2:32][CH:33]5[CH2:39][CH:37]([CH2:36][CH:35]([CH2:34]5)[CH2:40]3)[CH2:38]4)[CH:25]=2)=[CH:20][CH:19]=1)([CH2:13][OH:12])[CH2:9][OH:10]. Given the reactants C(OC(=O)[NH:7][C:8]1([C:16]#[C:17][C:18]2[CH:23]=[CH:22][C:21]([C:24]3[CH:29]=[CH:28][C:27]([OH:30])=[C:26]([C:31]45[CH2:40][CH:35]6[CH2:36][CH:37]([CH2:39][CH:33]([CH2:34]6)[CH2:32]4)[CH2:38]5)[CH:25]=3)=[CH:20][CH:19]=2)[CH2:13][O:12]C(C)(C)[O:10][CH2:9]1)(C)(C)C.C12(C3C=C(C#CC4(NC(=O)OC(C)(C)C)COC(C)(C)OC4)C=CC=3OCCCCCCCC)CC3CC(CC(C3)C1)C2, predict the reaction product.